This data is from Catalyst prediction with 721,799 reactions and 888 catalyst types from USPTO. The task is: Predict which catalyst facilitates the given reaction. (1) Reactant: [NH2:1][C:2]1[C:3]([CH3:14])=[C:4]([C:9]([Br:13])=[C:10]([Cl:12])[CH:11]=1)[C:5]([O:7][CH3:8])=[O:6].[N:15]([O-])=O.[Na+]. Product: [Br:13][C:9]1[C:10]([Cl:12])=[CH:11][C:2]2[NH:1][N:15]=[CH:14][C:3]=2[C:4]=1[C:5]([O:7][CH3:8])=[O:6]. The catalyst class is: 86. (2) Reactant: N([O-])=O.[Na+].N[C:6]1[CH:7]=[C:8]2[C:21](=[CH:22][CH:23]=1)[CH2:20][C@:10]1([C:18]3[C:13](=[N:14][CH:15]=[CH:16][CH:17]=3)[NH:12][C:11]1=[O:19])[CH2:9]2.C1(C)C=CC(S(O)(=O)=O)=CC=1.[I-:35].[K+].[OH-].[Na+].II.S([O-])([O-])(=O)=S.[Na+].[Na+]. Product: [I:35][C:6]1[CH:7]=[C:8]2[C:21](=[CH:22][CH:23]=1)[CH2:20][C@:10]1([C:18]3[C:13](=[N:14][CH:15]=[CH:16][CH:17]=3)[NH:12][C:11]1=[O:19])[CH2:9]2. The catalyst class is: 192. (3) Reactant: [C:1]([O:5][C:6](=[O:26])[N:7]([C:9]1[CH:14]=[C:13]([O:15][C:16]2[CH:21]=[CH:20][CH:19]=[C:18]([NH2:22])[CH:17]=2)[CH:12]=[CH:11][C:10]=1[N+:23]([O-:25])=[O:24])[CH3:8])([CH3:4])([CH3:3])[CH3:2].[CH3:27][C:28]([CH3:30])=O.C(O)(=O)C.C(O[BH-](OC(=O)C)OC(=O)C)(=O)C.[Na+]. Product: [C:1]([O:5][C:6](=[O:26])[N:7]([C:9]1[CH:14]=[C:13]([O:15][C:16]2[CH:21]=[CH:20][CH:19]=[C:18]([NH:22][CH:28]([CH3:30])[CH3:27])[CH:17]=2)[CH:12]=[CH:11][C:10]=1[N+:23]([O-:25])=[O:24])[CH3:8])([CH3:4])([CH3:2])[CH3:3]. The catalyst class is: 7. (4) Reactant: [N+:1]([C:4]1[C:5]([NH2:10])=[N:6][CH:7]=[CH:8][CH:9]=1)([O-:3])=[O:2].CCN(C(C)C)C(C)C.Cl[CH2:21][CH2:22][C:23](Cl)=[O:24]. Product: [N+:1]([C:4]1[C:5]([NH:10][C:23](=[O:24])[CH:22]=[CH2:21])=[N:6][CH:7]=[CH:8][CH:9]=1)([O-:3])=[O:2]. The catalyst class is: 20. (5) The catalyst class is: 8. Product: [ClH:31].[NH:21]1[CH2:22][CH2:23][CH:18]([CH2:17][CH2:16][N:3]2[C:4]3([CH2:6][CH2:5]3)[C:7]3[CH:8]=[C:9]4[O:15][CH2:14][O:13][C:10]4=[CH:11][C:12]=3[C:2]2=[O:1])[CH2:19][CH2:20]1. Reactant: [O:1]=[C:2]1[C:12]2[CH:11]=[C:10]3[O:13][CH2:14][O:15][C:9]3=[CH:8][C:7]=2[C:4]2([CH2:6][CH2:5]2)[N:3]1[CH2:16][CH2:17][CH:18]1[CH2:23][CH2:22][N:21](C(OC(C)(C)C)=O)[CH2:20][CH2:19]1.[ClH:31].